Dataset: Full USPTO retrosynthesis dataset with 1.9M reactions from patents (1976-2016). Task: Predict the reactants needed to synthesize the given product. (1) Given the product [Cl:1][C:2]1[C:7]([C:8]([F:9])([F:11])[F:10])=[CH:6][C:5]([C:12]2[N:16]=[CH:15][N:14](/[CH:17]=[CH:18]\[C:19]([OH:21])=[O:20])[N:13]=2)=[CH:4][C:3]=1[C:25]([F:26])([F:27])[F:28], predict the reactants needed to synthesize it. The reactants are: [Cl:1][C:2]1[C:7]([C:8]([F:11])([F:10])[F:9])=[CH:6][C:5]([C:12]2[N:16]=[CH:15][N:14](/[CH:17]=[CH:18]\[C:19]([O:21]C(C)C)=[O:20])[N:13]=2)=[CH:4][C:3]=1[C:25]([F:28])([F:27])[F:26].C1COCC1.[Li+].[OH-].Cl. (2) The reactants are: C[O:2][C:3]([C:5]1[N:6]=[N:7][N:8]([CH2:16][C:17]2[CH:22]=[C:21]([C:23]([F:26])([F:25])[F:24])[CH:20]=[C:19]([C:27]([F:30])([F:29])[F:28])[CH:18]=2)[C:9]=1[C:10]1[CH:11]=[N:12][CH:13]=[CH:14][CH:15]=1)=O.[BH4-].[Na+].O. Given the product [F:26][C:23]([F:24])([F:25])[C:21]1[CH:22]=[C:17]([CH:18]=[C:19]([C:27]([F:28])([F:30])[F:29])[CH:20]=1)[CH2:16][N:8]1[C:9]([C:10]2[CH:11]=[N:12][CH:13]=[CH:14][CH:15]=2)=[C:5]([CH2:3][OH:2])[N:6]=[N:7]1, predict the reactants needed to synthesize it. (3) Given the product [Cl:1][C:2]1[CH:3]=[C:4]([CH3:22])[C:5]2[NH:19][C:10](=[O:11])[C@H:9]([CH2:14][C:15]([O:17][CH3:18])=[O:16])[NH:8][C:6]=2[N:7]=1, predict the reactants needed to synthesize it. The reactants are: [Cl:1][C:2]1[N:7]=[C:6]([NH:8][C@@H:9]([CH2:14][C:15]([O:17][CH3:18])=[O:16])[C:10](OC)=[O:11])[C:5]([N+:19]([O-])=O)=[C:4]([CH3:22])[CH:3]=1.C(O)(=O)C.